Dataset: Forward reaction prediction with 1.9M reactions from USPTO patents (1976-2016). Task: Predict the product of the given reaction. Given the reactants [CH3:1][O:2][C:3]1[C:4]([NH2:27])=[N:5][C:6]([CH2:9][S:10](/[CH:13]=[CH:14]/[C:15]2[C:20]([O:21][CH3:22])=[CH:19][C:18]([O:23][CH3:24])=[CH:17][C:16]=2[O:25][CH3:26])(=[O:12])=[O:11])=[CH:7][CH:8]=1.[CH3:28][S:29](Cl)(=[O:31])=[O:30], predict the reaction product. The product is: [CH3:1][O:2][C:3]1[C:4]([NH:27][S:29]([CH3:28])(=[O:31])=[O:30])=[N:5][C:6]([CH2:9][S:10](/[CH:13]=[CH:14]/[C:15]2[C:20]([O:21][CH3:22])=[CH:19][C:18]([O:23][CH3:24])=[CH:17][C:16]=2[O:25][CH3:26])(=[O:11])=[O:12])=[CH:7][CH:8]=1.